This data is from NCI-60 drug combinations with 297,098 pairs across 59 cell lines. The task is: Regression. Given two drug SMILES strings and cell line genomic features, predict the synergy score measuring deviation from expected non-interaction effect. (1) Drug 1: CCN(CC)CCNC(=O)C1=C(NC(=C1C)C=C2C3=C(C=CC(=C3)F)NC2=O)C. Drug 2: C1CN(P(=O)(OC1)NCCCl)CCCl. Cell line: NCI/ADR-RES. Synergy scores: CSS=9.02, Synergy_ZIP=4.84, Synergy_Bliss=2.71, Synergy_Loewe=8.01, Synergy_HSA=0.350. (2) Drug 1: C1CN(CCN1C(=O)CCBr)C(=O)CCBr. Drug 2: C1=NNC2=C1C(=O)NC=N2. Cell line: UACC-257. Synergy scores: CSS=12.7, Synergy_ZIP=-2.65, Synergy_Bliss=4.77, Synergy_Loewe=4.47, Synergy_HSA=4.43.